This data is from Forward reaction prediction with 1.9M reactions from USPTO patents (1976-2016). The task is: Predict the product of the given reaction. (1) Given the reactants [Br:1][C:2]1[N:3]([C:8]2[CH:13]=[C:12]([O:14][CH3:15])[CH:11]=[C:10]([F:16])[C:9]=2[N+:17]([O-])=O)[CH:4]=[C:5]([CH3:7])[N:6]=1.CC(O)=O, predict the reaction product. The product is: [Br:1][C:2]1[N:3]([C:8]2[CH:13]=[C:12]([O:14][CH3:15])[CH:11]=[C:10]([F:16])[C:9]=2[NH2:17])[CH:4]=[C:5]([CH3:7])[N:6]=1. (2) The product is: [Br:20][C:21]1[C:30]2[C:25](=[CH:26][CH:27]=[CH:28][CH:29]=2)[C:24]([CH2:31][CH:16]2[CH2:17][CH2:18][N:14]([CH:8]3[CH2:9][CH2:10][CH2:11][CH2:12][CH2:13]3)[C:15]2=[O:19])=[CH:23][CH:22]=1. Given the reactants C(NC(C)C)(C)C.[CH:8]1([N:14]2[CH2:18][CH2:17][CH2:16][C:15]2=[O:19])[CH2:13][CH2:12][CH2:11][CH2:10][CH2:9]1.[Br:20][C:21]1[C:30]2[C:25](=[CH:26][CH:27]=[CH:28][CH:29]=2)[C:24]([CH2:31]Br)=[CH:23][CH:22]=1, predict the reaction product. (3) Given the reactants [C:1]([NH:4][C:5]1[S:6][CH:7]=[C:8]([CH:10]=[CH:11][C:12]2[CH:13]=[C:14](/[CH:17]=[CH:18]/[C:19]([O:21][CH3:22])=[O:20])[S:15][CH:16]=2)[N:9]=1)(=[O:3])[CH3:2], predict the reaction product. The product is: [C:1]([NH:4][C:5]1[S:6][CH:7]=[C:8]([CH2:10][CH2:11][C:12]2[CH:13]=[C:14]([CH2:17][CH2:18][C:19]([O:21][CH3:22])=[O:20])[S:15][CH:16]=2)[N:9]=1)(=[O:3])[CH3:2].